This data is from Catalyst prediction with 721,799 reactions and 888 catalyst types from USPTO. The task is: Predict which catalyst facilitates the given reaction. Reactant: C[Mg+].[Br-].[NH:4]1[C:12]2[C:7](=[CH:8][CH:9]=[CH:10][CH:11]=2)[CH:6]=[CH:5]1.[Cl:13][C:14]1[N:19]=[C:18](Cl)[CH:17]=[CH:16][N:15]=1. Product: [Cl:13][C:14]1[N:19]=[C:18]([C:6]2[C:7]3[C:12](=[CH:11][CH:10]=[CH:9][CH:8]=3)[NH:4][CH:5]=2)[CH:17]=[CH:16][N:15]=1. The catalyst class is: 26.